Task: Predict the reaction yield, written as a fraction of the theoretical maximum amount of product (1.0 means a 100% yield; for example, 0.34 means a 34% yield).. Dataset: Reaction yield outcomes from USPTO patents with 853,638 reactions (1) The reactants are [NH2:1][C:2]1[N:3]=[C:4]([CH3:33])[C:5]2=[C:6]([CH2:8][C@H:9]([C:18]3[CH:23]=[CH:22][C:21]([F:24])=[CH:20][C:19]=3[C:25]3[CH:30]=[CH:29][CH:28]=[C:27]([O:31][CH3:32])[N:26]=3)[NH:10]/[C:11]/2=[N:12]\[O:13][CH2:14][C:15](O)=[O:16])[N:7]=1.CN(C(ON1N=NC2C=CC=CC1=2)=[N+](C)C)C.F[P-](F)(F)(F)(F)F.CCN(CC)CC.[NH:65]1[CH2:70][CH2:69][O:68][CH2:67][CH2:66]1. The catalyst is CN(C=O)C. The product is [NH2:1][C:2]1[N:3]=[C:4]([CH3:33])[C:5]2=[C:6]([CH2:8][C@H:9]([C:18]3[CH:23]=[CH:22][C:21]([F:24])=[CH:20][C:19]=3[C:25]3[CH:30]=[CH:29][CH:28]=[C:27]([O:31][CH3:32])[N:26]=3)[NH:10]/[C:11]/2=[N:12]\[O:13][CH2:14][C:15]([N:65]2[CH2:70][CH2:69][O:68][CH2:67][CH2:66]2)=[O:16])[N:7]=1. The yield is 0.220. (2) The reactants are [OH:1][C:2]1[CH:3]=[C:4]([NH:8][C:9](=[O:11])[CH3:10])[CH:5]=[CH:6][CH:7]=1.C(NC1C=C(OC(=O)C)C=CC=1)=O.[CH3:25][C:26](=[CH2:30])[CH2:27][CH2:28]O.CCOC(/N=N/C(OCC)=O)=O.C1C=CC(P(C2C=CC=CC=2)C2C=CC=CC=2)=CC=1. The catalyst is C1C=CC=CC=1.O. The product is [CH3:30][C:26](=[CH2:25])[CH2:27][CH2:28][O:1][C:2]1[CH:3]=[C:4]([NH:8][C:9](=[O:11])[CH3:10])[CH:5]=[CH:6][CH:7]=1. The yield is 0.520. (3) The reactants are [CH3:1][C:2]1[CH:7]=[CH:6][C:5]([C:8]2[C:16]3[O:15][CH:14]([CH2:17][NH2:18])[CH2:13][C:12]=3[CH:11]=[CH:10][CH:9]=2)=[CH:4][CH:3]=1.C(N(C(C)C)CC)(C)C.Cl[C:29]([O:31][CH2:32][C:33]1[CH:38]=[CH:37][CH:36]=[CH:35][CH:34]=1)=[O:30].C1(C2C3OC(CNC(=O)OCC4C=CC=CC=4)CC=3C=CC=2)CCCC1. No catalyst specified. The product is [CH2:32]([O:31][C:29](=[O:30])[NH:18][CH2:17][CH:14]1[CH2:13][C:12]2[CH:11]=[CH:10][CH:9]=[C:8]([C:5]3[CH:4]=[CH:3][C:2]([CH3:1])=[CH:7][CH:6]=3)[C:16]=2[O:15]1)[C:33]1[CH:38]=[CH:37][CH:36]=[CH:35][CH:34]=1. The yield is 0.930. (4) The reactants are [F:1][C:2]1([F:32])[CH2:5][CH:4]([NH:6][C:7]([C@H:9]([C:25]2[CH:30]=[CH:29][CH:28]=[CH:27][C:26]=2[Cl:31])[N:10]([C:18]2[CH:23]=[CH:22][CH:21]=[C:20]([F:24])[CH:19]=2)[C:11]([C@@H:13]2[CH2:17][CH2:16][CH2:15][NH:14]2)=[O:12])=[O:8])[CH2:3]1.Br[C:34]1[N:39]=[CH:38][CH:37]=[CH:36][N:35]=1.C1C=CC(P(C2C(C3C(P(C4C=CC=CC=4)C4C=CC=CC=4)=CC=C4C=3C=CC=C4)=C3C(C=CC=C3)=CC=2)C2C=CC=CC=2)=CC=1.CC([O-])(C)C.[Na+].N#N. The catalyst is C1(C)C=CC=CC=1.C(Cl)Cl.CC(C)=O.C1C=CC(/C=C/C(/C=C/C2C=CC=CC=2)=O)=CC=1.C1C=CC(/C=C/C(/C=C/C2C=CC=CC=2)=O)=CC=1.C1C=CC(/C=C/C(/C=C/C2C=CC=CC=2)=O)=CC=1.[Pd].[Pd]. The product is [F:32][C:2]1([F:1])[CH2:5][CH:4]([NH:6][C:7]([C@H:9]([C:25]2[CH:30]=[CH:29][CH:28]=[CH:27][C:26]=2[Cl:31])[N:10]([C:18]2[CH:23]=[CH:22][CH:21]=[C:20]([F:24])[CH:19]=2)[C:11]([C@@H:13]2[CH2:17][CH2:16][CH2:15][N:14]2[C:34]2[N:39]=[CH:38][CH:37]=[CH:36][N:35]=2)=[O:12])=[O:8])[CH2:3]1. The yield is 0.230.